From a dataset of Forward reaction prediction with 1.9M reactions from USPTO patents (1976-2016). Predict the product of the given reaction. (1) Given the reactants C([N:8]([CH:20]1[CH2:26][CH2:25][CH2:24][C:23]2[C:27]([O:31][CH2:32][C:33]([O:35][CH2:36][CH3:37])=[O:34])=[CH:28][CH:29]=[CH:30][C:22]=2[CH2:21]1)[CH2:9][C@H:10]([OH:19])[CH2:11][O:12][C:13]1[CH:18]=[CH:17][CH:16]=[CH:15][CH:14]=1)C1C=CC=CC=1.[H][H], predict the reaction product. The product is: [CH2:36]([O:35][C:33]([CH2:32][O:31][C:27]1[C:23]2[CH2:24][CH2:25][CH2:26][CH:20]([NH:8][CH2:9][C@H:10]([OH:19])[CH2:11][O:12][C:13]3[CH:14]=[CH:15][CH:16]=[CH:17][CH:18]=3)[CH2:21][C:22]=2[CH:30]=[CH:29][CH:28]=1)=[O:34])[CH3:37]. (2) Given the reactants C(=O)([O-])[O-].[K+].[K+].C(O)CO.I[C:12]1[CH:13]=[C:14]([CH3:19])[CH:15]=[C:16]([CH3:18])[CH:17]=1.[C:20]1([SH:26])[CH:25]=[CH:24][CH:23]=[CH:22][CH:21]=1.CCCCCCCCCCCC, predict the reaction product. The product is: [CH3:18][C:16]1[CH:17]=[C:12]([S:26][C:20]2[CH:25]=[CH:24][CH:23]=[CH:22][CH:21]=2)[CH:13]=[C:14]([CH3:19])[CH:15]=1.